From a dataset of Forward reaction prediction with 1.9M reactions from USPTO patents (1976-2016). Predict the product of the given reaction. (1) Given the reactants [N:1]1([C@@H:7]2[CH2:10][C@H:9]([C:11]3[S:12][C:13]4[CH:19]=[C:18]([NH2:20])[CH:17]=[CH:16][C:14]=4[N:15]=3)[CH2:8]2)[CH2:6][CH2:5][CH2:4][CH2:3][CH2:2]1.Br[C:22]1[CH:23]=[N:24][CH:25]=[N:26][CH:27]=1.C1(P(C2C=CC=CC=2)C2C=CC3C(=CC=CC=3)C=2C2C3C(=CC=CC=3)C=CC=2P(C2C=CC=CC=2)C2C=CC=CC=2)C=CC=CC=1.CC(C)([O-])C.[Na+], predict the reaction product. The product is: [N:1]1([CH:7]2[CH2:10][CH:9]([C:11]3[S:12][C:13]4[CH:19]=[C:18]([NH:20][C:22]5[CH:23]=[N:24][CH:25]=[N:26][CH:27]=5)[CH:17]=[CH:16][C:14]=4[N:15]=3)[CH2:8]2)[CH2:6][CH2:5][CH2:4][CH2:3][CH2:2]1. (2) Given the reactants Br[C:2]1[N:7]=[C:6]([C:8]([O:10][CH2:11][CH3:12])=[O:9])[CH:5]=[CH:4][CH:3]=1.[Br:13][C:14]1[CH:15]=[C:16](B(O)O)[C:17]2[O:21][CH2:20][CH2:19][C:18]=2[CH:22]=1, predict the reaction product. The product is: [Br:13][C:14]1[CH:15]=[C:16]([C:2]2[N:7]=[C:6]([C:8]([O:10][CH2:11][CH3:12])=[O:9])[CH:5]=[CH:4][CH:3]=2)[C:17]2[O:21][CH2:20][CH2:19][C:18]=2[CH:22]=1. (3) Given the reactants [OH-:1].[Na+].[F:3][C:4]1[CH:11]=[C:10]([O:12][CH3:13])[CH:9]=[CH:8][C:5]=1[CH:6]=[O:7], predict the reaction product. The product is: [F:3][C:4]1[CH:11]=[C:10]([O:12][CH3:13])[CH:9]=[CH:8][C:5]=1[C:6]([OH:1])=[O:7]. (4) Given the reactants [I:1][C:2]1[CH:7]=[CH:6][C:5](/[C:8](/[C:12]2[CH:17]=[CH:16][C:15]([S:18][CH3:19])=[CH:14][CH:13]=2)=[CH:9]\[CH2:10][OH:11])=[CH:4][CH:3]=1.[CH3:20][C:21]1[CH:31]=[C:30](OC/C=C(/C2C=CC(C#CCN3CCOCC3)=CC=2)\C2C=CC=CC=2)[CH:29]=[CH:28][C:22]=1[O:23][CH2:24][C:25]([OH:27])=[O:26].[C:57]1(P(C2C=CC=CC=2)C2C=CC=CC=2)C=CC=CC=1.N(C(OC(C)C)=O)=NC(OC(C)C)=O, predict the reaction product. The product is: [I:1][C:2]1[CH:3]=[CH:4][C:5](/[C:8](/[C:12]2[CH:13]=[CH:14][C:15]([S:18][CH3:19])=[CH:16][CH:17]=2)=[CH:9]\[CH2:10][O:11][C:30]2[CH:29]=[CH:28][C:22]([O:23][CH2:24][C:25]([O:27][CH3:57])=[O:26])=[C:21]([CH3:20])[CH:31]=2)=[CH:6][CH:7]=1. (5) Given the reactants Cl[C:2]1[CH:3]=[C:4]([NH:11][C:12]2[CH:17]=[CH:16][C:15]([O:18][CH3:19])=[C:14]([O:20][CH3:21])[N:13]=2)[C:5]2[N:6]([CH:8]=[CH:9][N:10]=2)[N:7]=1.[NH:22]1[CH2:27][CH2:26][CH2:25][CH:24]([NH:28][C:29](=[O:35])[O:30][C:31]([CH3:34])([CH3:33])[CH3:32])[CH2:23]1, predict the reaction product. The product is: [CH3:19][O:18][C:15]1[CH:16]=[CH:17][C:12]([NH:11][C:4]2[C:5]3[N:6]([CH:8]=[CH:9][N:10]=3)[N:7]=[C:2]([N:22]3[CH2:27][CH2:26][CH2:25][CH:24]([NH:28][C:29](=[O:35])[O:30][C:31]([CH3:33])([CH3:32])[CH3:34])[CH2:23]3)[CH:3]=2)=[N:13][C:14]=1[O:20][CH3:21]. (6) Given the reactants [Cl:1][C:2]1[CH:7]=[CH:6][CH:5]=[CH:4][C:3]=1[CH2:8][N:9]1[CH:13]=[C:12]([C:14]2[CH:19]=[C:18]([C:20](O)=[O:21])[CH:17]=[CH:16][N:15]=2)[N:11]=[CH:10]1.[H-].[H-].[H-].[H-].[Li+].[Al+3].O.[OH-].[Na+], predict the reaction product. The product is: [Cl:1][C:2]1[CH:7]=[CH:6][CH:5]=[CH:4][C:3]=1[CH2:8][N:9]1[CH:13]=[C:12]([C:14]2[CH:19]=[C:18]([CH2:20][OH:21])[CH:17]=[CH:16][N:15]=2)[N:11]=[CH:10]1. (7) Given the reactants P([O-])([O-])([O-])=O.[K+].[K+].[K+].[CH3:9][O:10][C:11](=[O:36])[CH2:12][CH2:13][CH2:14][CH2:15][CH2:16][NH:17][C:18]1[C:19]2[C:26]([C:27]3[CH:32]=[CH:31][C:30]([O:33][CH3:34])=[CH:29][CH:28]=3)=[C:25](Br)[O:24][C:20]=2[N:21]=[CH:22][N:23]=1.[Cl:37][C:38]1[CH:43]=[CH:42][CH:41]=[CH:40][C:39]=1B1OC(C)(C)C(C)(C)O1, predict the reaction product. The product is: [CH3:9][O:10][C:11](=[O:36])[CH2:12][CH2:13][CH2:14][CH2:15][CH2:16][NH:17][C:18]1[C:19]2[C:26]([C:27]3[CH:32]=[CH:31][C:30]([O:33][CH3:34])=[CH:29][CH:28]=3)=[C:25]([C:39]3[CH:40]=[CH:41][CH:42]=[CH:43][C:38]=3[Cl:37])[O:24][C:20]=2[N:21]=[CH:22][N:23]=1.